From a dataset of Reaction yield outcomes from USPTO patents with 853,638 reactions. Predict the reaction yield, written as a fraction of the theoretical maximum amount of product (1.0 means a 100% yield; for example, 0.34 means a 34% yield). (1) The reactants are C[O-].[Na+].[F:4][C:5]1[CH:10]=[CH:9][C:8]([C:11]2[O:12][C:13]3[CH:23]=[CH:22][C:21]([C:24]4[CH:25]=[C:26]([CH:31]=[CH:32][CH:33]=4)[C:27]([O:29]C)=O)=[CH:20][C:14]=3[C:15]=2[C:16](=[O:19])[NH:17][CH3:18])=[CH:7][CH:6]=1.O/[N:35]=[C:36](\[NH2:40])/[CH:37]([CH3:39])[CH3:38]. The catalyst is CCO. The product is [F:4][C:5]1[CH:10]=[CH:9][C:8]([C:11]2[O:12][C:13]3[CH:23]=[CH:22][C:21]([C:24]4[CH:33]=[CH:32][CH:31]=[C:26]([C:27]5[O:29][N:40]=[C:36]([CH:37]([CH3:39])[CH3:38])[N:35]=5)[CH:25]=4)=[CH:20][C:14]=3[C:15]=2[C:16]([NH:17][CH3:18])=[O:19])=[CH:7][CH:6]=1. The yield is 0.200. (2) The reactants are Cl[C:2]1[N:3]=[C:4]([N:19]2[CH2:24][CH2:23][N:22]([C:25]([O:27][C:28]([CH3:31])([CH3:30])[CH3:29])=[O:26])[CH2:21][CH2:20]2)[C:5]2[N:11]=[C:10]([C:12]3[CH:17]=[CH:16][C:15]([F:18])=[CH:14][CH:13]=3)[CH:9]=[CH:8][C:6]=2[N:7]=1.[NH:32]1[CH2:36][CH2:35][CH2:34][CH2:33]1. The catalyst is O1CCOCC1. The product is [F:18][C:15]1[CH:16]=[CH:17][C:12]([C:10]2[CH:9]=[CH:8][C:6]3[N:7]=[C:2]([N:32]4[CH2:36][CH2:35][CH2:34][CH2:33]4)[N:3]=[C:4]([N:19]4[CH2:24][CH2:23][N:22]([C:25]([O:27][C:28]([CH3:31])([CH3:30])[CH3:29])=[O:26])[CH2:21][CH2:20]4)[C:5]=3[N:11]=2)=[CH:13][CH:14]=1. The yield is 0.970. (3) The reactants are [CH2:1]([O:3][C:4]([CH:6]1[CH2:10][CH2:9][NH:8][CH2:7]1)=[O:5])[CH3:2].[CH3:11][O:12][C:13]1[CH:21]=[CH:20][CH:19]=[CH:18][C:14]=1[C:15](Cl)=[O:16]. No catalyst specified. The product is [CH2:1]([O:3][C:4]([CH:6]1[CH2:10][CH2:9][N:8]([C:15](=[O:16])[C:14]2[CH:18]=[CH:19][CH:20]=[CH:21][C:13]=2[O:12][CH3:11])[CH2:7]1)=[O:5])[CH3:2]. The yield is 0.680. (4) The reactants are [CH2:1]([O:8][C:9]([N:11]1[CH2:16][CH2:15][CH:14]([N:17]=[N+]=[N-])[CH:13]([N:20]=[N+]=[N-])[CH2:12]1)=[O:10])[C:2]1[CH:7]=[CH:6][CH:5]=[CH:4][CH:3]=1.C1(P([C:36]2[CH:41]=[CH:40]C=CC=2)C2C=CC=CC=2)C=CC=CC=1.O.[CH2:43](N(CC)CC)C.[C:50]([O:54][C:55](O[C:55]([O:54][C:50]([CH3:53])([CH3:52])[CH3:51])=[O:56])=[O:56])([CH3:53])([CH3:52])[CH3:51].[C:65]([O:68]CC)(=[O:67])C. The catalyst is C(Cl)Cl.C1COCC1. The product is [CH2:1]([O:8][C:9]([N:11]1[CH2:16][CH2:15][CH:14]([NH:17][C:55]([O:54][C:50]([CH3:51])([CH3:52])[CH3:53])=[O:56])[CH:13]([NH:20][C:65]([O:68][C:41]([CH3:40])([CH3:36])[CH3:43])=[O:67])[CH2:12]1)=[O:10])[C:2]1[CH:7]=[CH:6][CH:5]=[CH:4][CH:3]=1. The yield is 0.270. (5) The catalyst is O1CCOCC1.C1(P([C-]2C=CC=C2)C2C=CC=CC=2)C=CC=CC=1.[C-]1(P(C2C=CC=CC=2)C2C=CC=CC=2)C=CC=C1.[Fe+2].[Pd](Cl)Cl. The yield is 0.550. The reactants are Cl[C:2]1[N:6]2[C:7](=[O:22])[CH:8]=[C:9]([CH2:11][N:12]3[C:16]([Cl:17])=[CH:15][C:14]([C:18]([F:21])([F:20])[F:19])=[N:13]3)[N:10]=[C:5]2[S:4][C:3]=1[O:23][CH3:24].C([Sn](CCCC)(CCCC)[C:30]([O:32][CH2:33][CH3:34])=[CH2:31])CCC.CCN(C(C)C)C(C)C. The product is [Cl:17][C:16]1[N:12]([CH2:11][C:9]2[N:10]=[C:5]3[S:4][C:3]([O:23][CH3:24])=[C:2]([C:30]([O:32][CH2:33][CH3:34])=[CH2:31])[N:6]3[C:7](=[O:22])[CH:8]=2)[N:13]=[C:14]([C:18]([F:21])([F:20])[F:19])[CH:15]=1. (6) The reactants are [NH2:1][C:2]1[N:6]([C:7]2[CH:12]=[CH:11][CH:10]=[CH:9][C:8]=2O)[N:5]=[C:4]([C:14]([CH3:17])([CH3:16])[CH3:15])[CH:3]=1.C1(P(C2C=CC=CC=2)C2C=CC=CC=2)C=CC=CC=1.[CH2:37]([O:44][CH2:45][C@@H:46]([OH:48])[CH3:47])[C:38]1[CH:43]=[CH:42][CH:41]=[CH:40][CH:39]=1.CC(OC(/N=N/C(OC(C)C)=O)=O)C. The catalyst is C1COCC1.CO.O. The product is [CH2:37]([O:44][CH2:45][C@@H:46]([CH3:47])[O:48][C:9]1[CH:8]=[C:7]([N:6]2[C:2]([NH2:1])=[CH:3][C:4]([C:14]([CH3:17])([CH3:16])[CH3:15])=[N:5]2)[CH:12]=[CH:11][CH:10]=1)[C:38]1[CH:43]=[CH:42][CH:41]=[CH:40][CH:39]=1. The yield is 0.450. (7) The reactants are [NH2:1][C:2]1[CH:7]=[C:6]([Cl:8])[C:5]([C:9]2[CH:14]=[CH:13][C:12]([N:15]([CH3:17])[CH3:16])=[CH:11][CH:10]=2)=[CH:4][C:3]=1[C:18]([O:20]C)=O.[CH3:22][C:23]1[CH:27]=[CH:26][N:25]([CH2:28][C:29](OCC)=[O:30])[N:24]=1.C[Si]([N-][Si](C)(C)C)(C)C.[K+]. The catalyst is C1COCC1. The product is [Cl:8][C:6]1[CH:7]=[C:2]2[C:3]([C:18]([OH:20])=[C:28]([N:25]3[CH:26]=[CH:27][C:23]([CH3:22])=[N:24]3)[C:29](=[O:30])[NH:1]2)=[CH:4][C:5]=1[C:9]1[CH:10]=[CH:11][C:12]([N:15]([CH3:16])[CH3:17])=[CH:13][CH:14]=1. The yield is 0.732.